The task is: Predict which catalyst facilitates the given reaction.. This data is from Catalyst prediction with 721,799 reactions and 888 catalyst types from USPTO. (1) Product: [NH2:22][C:20]1[CH:21]=[C:12]([C:4]2[CH:5]=[CH:6][C:7]([C:8]([F:11])([F:9])[F:10])=[C:2]([F:1])[CH:3]=2)[CH:13]=[C:14]2[C:19]=1[NH:18][C:17](=[O:25])[CH2:16][CH2:15]2. The catalyst class is: 183. Reactant: [F:1][C:2]1[CH:3]=[C:4]([C:12]2[CH:13]=[C:14]3[C:19](=[C:20]([N+:22]([O-])=O)[CH:21]=2)[NH:18][C:17](=[O:25])[CH2:16][CH2:15]3)[CH:5]=[CH:6][C:7]=1[C:8]([F:11])([F:10])[F:9]. (2) Reactant: [N+:1]([C:4]1[CH:11]=[C:8]([C:9]#[N:10])[C:7]([NH2:12])=[CH:6][CH:5]=1)([O-:3])=[O:2].CO[CH:15](OC)[N:16]([CH3:18])[CH3:17]. Product: [C:9]([C:8]1[CH:11]=[C:4]([N+:1]([O-:3])=[O:2])[CH:5]=[CH:6][C:7]=1[N:12]=[CH:15][N:16]([CH3:18])[CH3:17])#[N:10]. The catalyst class is: 12. (3) Reactant: [Cl:1][C:2]1[C:3]([F:11])=[CH:4][C:5]([OH:10])=[C:6]([CH:9]=1)[CH:7]=O.C([O-])([O-])=O.[K+].[K+].[F:18][C:19]([F:28])([F:27])/[CH:20]=[CH:21]/[C:22]([O:24][CH2:25][CH3:26])=[O:23].C([O-])(=O)/C=C/C.Cl. Product: [Cl:1][C:2]1[CH:9]=[C:6]2[C:5](=[CH:4][C:3]=1[F:11])[O:10][CH:20]([C:19]([F:18])([F:28])[F:27])[C:21]([C:22]([O:24][CH2:25][CH3:26])=[O:23])=[CH:7]2. The catalyst class is: 3. (4) Reactant: [C:1]([O:5][C:6](=[O:31])[CH2:7][O:8][C@H:9]1[CH2:14][CH2:13][CH2:12][C@@H:11]([O:15][C:16]2[C:17]3[C:24]([C:25]4[CH:30]=[CH:29][CH:28]=[CH:27][CH:26]=4)=[CH:23][O:22][C:18]=3[N:19]=[CH:20][N:21]=2)[CH2:10]1)([CH3:4])([CH3:3])[CH3:2].C1C(=O)N([Br:39])C(=O)C1. Product: [C:1]([O:5][C:6](=[O:31])[CH2:7][O:8][C@H:9]1[CH2:14][CH2:13][CH2:12][C@@H:11]([O:15][C:16]2[C:17]3[C:24]([C:25]4[CH:26]=[CH:27][CH:28]=[CH:29][CH:30]=4)=[C:23]([Br:39])[O:22][C:18]=3[N:19]=[CH:20][N:21]=2)[CH2:10]1)([CH3:4])([CH3:2])[CH3:3]. The catalyst class is: 717. (5) Reactant: [CH:1]1([C:4]2[CH:8]=[C:7]([NH2:9])[NH:6][N:5]=2)[CH2:3][CH2:2]1.[Br:10][C:11]1[N:16]=[C:15](Br)[C:14]([C:18]#[C:19][Si:20]([CH3:23])([CH3:22])[CH3:21])=[CH:13][N:12]=1. Product: [Br:10][C:11]1[N:16]=[C:15]([NH:9][C:7]2[CH:8]=[C:4]([CH:1]3[CH2:3][CH2:2]3)[NH:5][N:6]=2)[C:14]([C:18]#[C:19][Si:20]([CH3:21])([CH3:23])[CH3:22])=[CH:13][N:12]=1. The catalyst class is: 14. (6) Reactant: [CH3:1][C:2]([C:4]1[CH:9]=[CH:8][C:7](Br)=[CH:6][CH:5]=1)=[O:3].[NH:11]1[CH:15]=[N:14][CH:13]=[N:12]1.C([O-])([O-])=O.[Cs+].[Cs+]. Product: [N:11]1([C:7]2[CH:8]=[CH:9][C:4]([C:2](=[O:3])[CH3:1])=[CH:5][CH:6]=2)[CH:15]=[N:14][CH:13]=[N:12]1. The catalyst class is: 580. (7) Reactant: [Br:1][C:2]1[CH:7]=[CH:6][C:5]([NH:8][C:9](=[O:20])[NH:10][C:11]2[CH:19]=[CH:18][C:14]([C:15]([OH:17])=O)=[CH:13][CH:12]=2)=[C:4]([F:21])[CH:3]=1.[CH3:22][N:23](C=O)[CH3:24].C1C=CC2N(O)N=NC=2C=1.CCN=C=NCCCN(C)C.Cl. Product: [Br:1][C:2]1[CH:7]=[CH:6][C:5]([NH:8][C:9](=[O:20])[NH:10][C:11]2[CH:12]=[CH:13][C:14]([C:15]([N:23]([CH3:24])[CH3:22])=[O:17])=[CH:18][CH:19]=2)=[C:4]([F:21])[CH:3]=1. The catalyst class is: 6. (8) Reactant: [N+:1]([C:4]1[CH:8]=[CH:7][NH:6][N:5]=1)([O-:3])=[O:2].[H-].[Na+].Br[CH2:12][CH:13]([CH3:15])[CH3:14]. Product: [N+:1]([C:4]1[CH:8]=[CH:7][N:6]([CH2:12][CH:13]([CH3:15])[CH3:14])[N:5]=1)([O-:3])=[O:2]. The catalyst class is: 42.